From a dataset of Reaction yield outcomes from USPTO patents with 853,638 reactions. Predict the reaction yield, written as a fraction of the theoretical maximum amount of product (1.0 means a 100% yield; for example, 0.34 means a 34% yield). (1) The reactants are [O:1]1[CH2:6][CH2:5][N:4]([CH2:7][CH2:8][NH2:9])[CH2:3][CH2:2]1.C(N(CC)CC)C.[C:17](O[C:17]([O:19][C:20]([CH3:23])([CH3:22])[CH3:21])=[O:18])([O:19][C:20]([CH3:23])([CH3:22])[CH3:21])=[O:18]. The catalyst is ClCCl. The product is [O:1]1[CH2:6][CH2:5][N:4]([CH2:7][CH2:8][NH:9][C:17](=[O:18])[O:19][C:20]([CH3:23])([CH3:22])[CH3:21])[CH2:3][CH2:2]1. The yield is 0.810. (2) The reactants are Br[C:2]1[CH:3]=[CH:4][C:5]2[O:6][CH2:7][C:8](=[O:12])[NH:9][C:10]=2[N:11]=1.[C:13]1(/[CH:19]=[CH:20]/B(O)O)[CH:18]=[CH:17][CH:16]=[CH:15][CH:14]=1.C(=O)([O-])[O-].[K+].[K+]. The catalyst is O1CCOCC1.O.CCOC(C)=O.C1C=CC([P]([Pd]([P](C2C=CC=CC=2)(C2C=CC=CC=2)C2C=CC=CC=2)([P](C2C=CC=CC=2)(C2C=CC=CC=2)C2C=CC=CC=2)[P](C2C=CC=CC=2)(C2C=CC=CC=2)C2C=CC=CC=2)(C2C=CC=CC=2)C2C=CC=CC=2)=CC=1. The product is [CH:20](/[C:2]1[CH:3]=[CH:4][C:5]2[O:6][CH2:7][C:8](=[O:12])[NH:9][C:10]=2[N:11]=1)=[CH:19]\[C:13]1[CH:18]=[CH:17][CH:16]=[CH:15][CH:14]=1. The yield is 0.380. (3) The reactants are Cl[C:2]1[C:7]([NH:8][C:9](=O)[C:10]2[CH:15]=[CH:14][CH:13]=[CH:12][C:11]=2[N+:16]([O-:18])=[O:17])=[CH:6][C:5]([CH3:20])=[CH:4][N:3]=1.P12(SP3(SP(SP(S3)(S1)=S)(=S)S2)=S)=[S:22]. The catalyst is N1C=CC=CC=1.CC1C=CC(C)=CC=1. The product is [CH3:20][C:5]1[CH:6]=[C:7]2[N:8]=[C:9]([C:10]3[CH:15]=[CH:14][CH:13]=[CH:12][C:11]=3[N+:16]([O-:18])=[O:17])[S:22][C:2]2=[N:3][CH:4]=1. The yield is 0.750. (4) No catalyst specified. The yield is 0.840. The reactants are F[C:2]1[CH:11]=[CH:10][C:9]2[NH:8][CH:7]=[C:6]3[C:12](=[O:21])[N:13]([C:15]4[CH:20]=[CH:19][CH:18]=[CH:17][CH:16]=4)[N:14]=[C:5]3[C:4]=2[N:3]=1.[NH:22]1[CH2:27][CH2:26][NH:25][CH2:24][CH2:23]1. The product is [C:15]1([N:13]2[C:12](=[O:21])[C:6]3=[CH:7][NH:8][C:9]4[CH:10]=[CH:11][C:2]([N:22]5[CH2:27][CH2:26][NH:25][CH2:24][CH2:23]5)=[N:3][C:4]=4[C:5]3=[N:14]2)[CH:20]=[CH:19][CH:18]=[CH:17][CH:16]=1. (5) The reactants are [Cl:1][C:2]1[N:11]=[CH:10][C:9]2[CH2:8][CH2:7][CH2:6][C:5](=[O:12])[C:4]=2[N:3]=1.[Br:13]Br.O. The catalyst is Cl. The product is [Br:13][CH:6]1[C:5](=[O:12])[C:4]2[N:3]=[C:2]([Cl:1])[N:11]=[CH:10][C:9]=2[CH2:8][CH2:7]1. The yield is 0.620. (6) The reactants are I[C:2]1[CH:7]=[C:6]([C:8]([OH:10])=[O:9])[CH:5]=[CH:4][C:3]=1[C:11]1[CH:16]=[CH:15][C:14]([C:17]([OH:19])=[O:18])=[CH:13][C:12]=1I.C(=O)([O-])[O-].[K+].[K+].[S-2:27].[Na+].[Na+]. The catalyst is CN(C=O)C.O.[Cu]I. The product is [CH:4]1[C:3]2[C:11]3[CH:16]=[CH:15][C:14]([C:17]([OH:19])=[O:18])=[CH:13][C:12]=3[S:27][C:2]=2[CH:7]=[C:6]([C:8]([OH:10])=[O:9])[CH:5]=1. The yield is 0.720. (7) The reactants are [OH:1][C@@H:2]1[C@H:6]([OH:7])[C@@H:5]([CH2:8][OH:9])[CH2:4][C@H:3]1[N:10]1[CH:19]=[CH:18][C:17]2[C:12](=[CH:13][C:14]([F:21])=[C:15](F)[CH:16]=2)[C:11]1=[O:22].[CH3:23][NH:24][CH3:25]. No catalyst specified. The product is [OH:1][C@@H:2]1[C@H:6]([OH:7])[C@@H:5]([CH2:8][OH:9])[CH2:4][C@H:3]1[N:10]1[CH:19]=[CH:18][C:17]2[C:12](=[CH:13][C:14]([F:21])=[C:15]([N:24]([CH3:25])[CH3:23])[CH:16]=2)[C:11]1=[O:22]. The yield is 0.930. (8) The reactants are S(=O)(=O)(O)O.[NH:6]1[CH:10]=[CH:9][C:8]([C:11]([OH:13])=[O:12])=[N:7]1.[CH3:14]O. No catalyst specified. The product is [CH3:14][O:12][C:11]([C:8]1[CH:9]=[CH:10][NH:6][N:7]=1)=[O:13]. The yield is 0.620. (9) The yield is 0.900. The catalyst is O1CCCC1. The reactants are [Br:1][C:2]1[CH:3]=[C:4]2[C:10]([C:11](=[O:13])[CH3:12])=[CH:9][NH:8][C:5]2=[N:6][CH:7]=1.[H-].[Na+].[CH3:16][C:17]1[CH:22]=[CH:21][C:20]([S:23](Cl)(=[O:25])=[O:24])=[CH:19][CH:18]=1. The product is [Br:1][C:2]1[CH:3]=[C:4]2[C:10]([C:11](=[O:13])[CH3:12])=[CH:9][N:8]([S:23]([C:20]3[CH:21]=[CH:22][C:17]([CH3:16])=[CH:18][CH:19]=3)(=[O:25])=[O:24])[C:5]2=[N:6][CH:7]=1.